This data is from Catalyst prediction with 721,799 reactions and 888 catalyst types from USPTO. The task is: Predict which catalyst facilitates the given reaction. (1) Reactant: [OH:1][C@H:2]1[CH2:19][CH2:18][C@@:17]2([CH3:20])[C@@H:4]([CH2:5][CH2:6][C@:7]3([CH3:44])[C@@H:16]2[CH2:15][CH2:14][C@H:13]2[C@@:8]3([CH3:43])[CH2:9][CH2:10][C@@:11]3([C:27]([NH:29][C@@H:30]4[CH2:34][CH2:33][C@H:32]([CH2:35][N:36]5[CH2:41][CH2:40][CH2:39][CH:38]([CH3:42])[CH2:37]5)[CH2:31]4)=[O:28])[CH2:23][CH2:22][C@@H:21]([C:24]([CH3:26])=[CH2:25])[C@@H:12]32)[C:3]1([CH3:46])[CH3:45].N1C=CC=CC=1.[CH3:53][C:54]1([CH3:61])[CH2:58][C:57](=[O:59])[O:56][C:55]1=[O:60]. Product: [CH3:53][C:54]([CH3:61])([CH2:58][C:57](=[O:59])[O:1][C@H:2]1[CH2:19][CH2:18][C@@:17]2([CH3:20])[C@@H:4]([CH2:5][CH2:6][C@:7]3([CH3:44])[C@@H:16]2[CH2:15][CH2:14][C@H:13]2[C@@:8]3([CH3:43])[CH2:9][CH2:10][C@@:11]3([C:27](=[O:28])[NH:29][C@@H:30]4[CH2:34][CH2:33][C@H:32]([CH2:35][N:36]5[CH2:41][CH2:40][CH2:39][CH:38]([CH3:42])[CH2:37]5)[CH2:31]4)[CH2:23][CH2:22][C@@H:21]([C:24]([CH3:26])=[CH2:25])[C@@H:12]32)[C:3]1([CH3:45])[CH3:46])[C:55]([OH:60])=[O:56]. The catalyst class is: 13. (2) Reactant: [C:1]([O:5][C:6]([NH:8][CH2:9][C:10]1[CH:20]=[CH:19][C:13]([O:14][CH2:15][C:16]([OH:18])=O)=[C:12]([CH:21]2[CH2:26][CH2:25][N:24]([C:27]([C:29]3[C:37]4[C:32](=[C:33]([CH3:38])[CH:34]=[CH:35][CH:36]=4)[N:31]([CH2:39][CH2:40][O:41][CH3:42])[CH:30]=3)=[O:28])[CH2:23][CH2:22]2)[CH:11]=1)=[O:7])([CH3:4])([CH3:3])[CH3:2].C[CH2:44][N:45](C(C)C)C(C)C.CN.CCN=C=NCCCN(C)C. Product: [C:1]([O:5][C:6](=[O:7])[NH:8][CH2:9][C:10]1[CH:20]=[CH:19][C:13]([O:14][CH2:15][C:16](=[O:18])[NH:45][CH3:44])=[C:12]([CH:21]2[CH2:22][CH2:23][N:24]([C:27]([C:29]3[C:37]4[C:32](=[C:33]([CH3:38])[CH:34]=[CH:35][CH:36]=4)[N:31]([CH2:39][CH2:40][O:41][CH3:42])[CH:30]=3)=[O:28])[CH2:25][CH2:26]2)[CH:11]=1)([CH3:3])([CH3:2])[CH3:4]. The catalyst class is: 2.